Binary Classification. Given a miRNA mature sequence and a target amino acid sequence, predict their likelihood of interaction. From a dataset of Experimentally validated miRNA-target interactions with 360,000+ pairs, plus equal number of negative samples. (1) The miRNA is hsa-miR-181b-2-3p with sequence CUCACUGAUCAAUGAAUGCA. The protein sequence of the target gene is MQIWETSQGVGRGGSGFASYFCLNSPALDTAAAAGAAGRGSGGLGPALPAASPPPPGPTAPAALPPALLTALGPAAEGARRLHKSPSLSSSSSSSSSNAESGTESPGCSSSSSSSASLGRPGGGRGGAFFNFADGAPSAPGTANGHPGPRGPAPAGSPSQHQFHPGRRKRENKASTYGLNYLLSGSRAAALSGGGGPGAQAPRPGTPWKSRAYSPGIQGLHEEIIDFYNFMSPCPEEAAMRREVVKRIETVVKDLWPTADVQIFGSFSTGLYLPTSDIDLVVFGKWERPPLQLLEQALRK.... Result: 0 (no interaction). (2) The miRNA is mmu-miR-5132-5p with sequence GCGUGGGGUGGUGGACUCAGG. The protein sequence of the target gene is MTPPRLFWVWLLVAGTQGVNDGDMRLADGGATNQGRVEIFYRGQWGTVCDNLWDLTDASVVCRALGFENATQALGRAAFGQGSGPIMLDEVQCTGTEASLADCKSLGWLKSNCRHERDAGVVCTNETRSTHTLDLSRELSEALGQIFDSQRGCDLSISVNVQGEDALGFCGHTVILTANLEAQALWKEPGSNVTMSVDAECVPMVRDLLRYFYSRRIDITLSSVKCFHKLASAYGARQLQGYCASLFAILLPQDPSFQMPLDLYAYAVATGDALLEKLCLQFLAWNFEALTQAEAWPSVP.... Result: 0 (no interaction). (3) The miRNA is hsa-miR-513a-5p with sequence UUCACAGGGAGGUGUCAU. The protein sequence of the target gene is MNGDSRAAVVTSPPPTTAPHKERYFDRVDENNPEYLRERNMAPDLRQDFNMMEQKKRVSMILQSPAFCEELESMIQEQFKKGKNPTGLLALQQIADFMTTNVPNVYPAAPQGGMAALNMSLGMVTPVNDLRGSDSIAYDKGEKLLRCKLAAFYRLADLFGWSQLIYNHITTRVNSEQEHFLIVPFGLLYSEVTASSLVKINLQGDIVDRGSTNLGVNQAGFTLHSAIYAARPDVKCVVHIHTPAGAAVSAMKCGLLPISPEALSLGEVAYHDYHGILVDEEEKVLIQKNLGPKSKVLILR.... Result: 1 (interaction). (4) The miRNA is hsa-miR-363-3p with sequence AAUUGCACGGUAUCCAUCUGUA. The protein sequence of the target gene is MTDDESESVLSDSHEGSELELPVIQLCGLVEELSYVNSALKTETEMFEKYYAKLEPRDQRPPRLSEIKISAADYAQFRGRRRSKSRTGMDRGVGLTADQKLELVQKEVADMKDDLRHTRANAERDLQHHEAIIEEAEIRWSEVSREVHEFEKDILKAISKKKGSILATQKVMKYIEDMNRRRDNMKEKLRLKNVSLKVQRKKMLLQLRQKEEVSEALHDVDFQQLKIENAQFLETIEARNQELTQLKLSSGNTLQVLNAYKSKLHKAMEIYLNLDKEILLRKELLEKIEKETLQVEEDRA.... Result: 1 (interaction). (5) Result: 0 (no interaction). The protein sequence of the target gene is MSLLLLLLLVSYYVGTLGTHTEIKRVAEEKVTLPCHHQLGLPEKDTLDIEWLLTDNEGNQKVVITYSSRHVYNNLTEEQKGRVAFASNFLAGDASLQIEPLKPSDEGRYTCKVKNSGRYVWSHVILKVLVRPSKPKCELEGELTEGSDLTLQCESSSGTEPIVYYWQRIREKEGEDERLPPKSRIDYNHPGRVLLQNLTMSYSGLYQCTAGNEAGKESCVVRVTVQYVQSIGMVAGAVTGIVAGALLIFLLVWLLIRRKDKERYEEEERPNEIREDAEAPKARLVKPSSSSSGSRSSRSG.... The miRNA is hsa-miR-6729-5p with sequence UGGGCGAGGGCGGCUGAGCGGC. (6) The miRNA is hsa-miR-8065 with sequence UGUAGGAACAGUUGAAUUUUGGCU. The protein sequence of the target gene is MAVFPNSCLAGCLLIFILLQLPKLDSAPFDVIGPQEPILAVVGEDAELPCRLSPNVSAKGMELRWFREKVSPAVFVSREGQEQEGEEMAEYRGRVSLVEDHIAEGSVAVRIQEVKASDDGEYRCFFRQDENYEEAIVHLKVAALGSDPHISMKVQESGEIQLECTSVGWYPEPQVQWRTHRGEEFPSMSESRNPDEEGLFTVRASVIIRDSSMKNVSCCIRNLLLGQEKEVEVSIPASFFPRLTPWMVAVAVILVVLGLLTIGSIFFTWRLYKERSRQRRNEFSSKEKLLEELKWKRATL.... Result: 0 (no interaction).